This data is from TCR-epitope binding with 47,182 pairs between 192 epitopes and 23,139 TCRs. The task is: Binary Classification. Given a T-cell receptor sequence (or CDR3 region) and an epitope sequence, predict whether binding occurs between them. (1) The epitope is PROT_97E67BCC. The TCR CDR3 sequence is CASSRRTSGGADEQFF. Result: 1 (the TCR binds to the epitope). (2) The epitope is ALLADKFPV. The TCR CDR3 sequence is CASSFLLGGAAGYEQFF. Result: 0 (the TCR does not bind to the epitope). (3) The epitope is FIAGLIAIV. The TCR CDR3 sequence is CASAGQGAGEQYF. Result: 1 (the TCR binds to the epitope). (4) The epitope is QASQEVKNW. The TCR CDR3 sequence is CASGTKYYGYTF. Result: 1 (the TCR binds to the epitope). (5) The epitope is ILGLPTQTV. The TCR CDR3 sequence is CASSSQPYMTFGANVLTF. Result: 1 (the TCR binds to the epitope). (6) The epitope is KLNVGDYFV. The TCR CDR3 sequence is CSLLSGVEQFF. Result: 1 (the TCR binds to the epitope).